Dataset: Catalyst prediction with 721,799 reactions and 888 catalyst types from USPTO. Task: Predict which catalyst facilitates the given reaction. (1) Reactant: [F:1][C:2]1[CH:7]=[C:6]([S:8][CH3:9])[C:5]([N+:10]([O-])=O)=[CH:4][C:3]=1[S:13]([NH:16][CH3:17])(=[O:15])=[O:14].[BH4-].[Na+]. Product: [NH2:10][C:5]1[C:6]([S:8][CH3:9])=[CH:7][C:2]([F:1])=[C:3]([S:13]([NH:16][CH3:17])(=[O:15])=[O:14])[CH:4]=1. The catalyst class is: 652. (2) Reactant: [Cl:1][C:2]1[C:3]([CH3:38])=[C:4]([NH:8][C:9]([C:11]2[C:19]3[N:18]=[C:17]([NH:20][CH2:21][C:22]([OH:24])=[O:23])[NH:16][C:15]=3[CH:14]=[C:13]([NH:25][C:26]([C:28]3[CH:33]=[CH:32][CH:31]=[CH:30][C:29]=3[C:34]([F:37])([F:36])[F:35])=[O:27])[CH:12]=2)=[O:10])[CH:5]=[CH:6][CH:7]=1.Cl.CCO. Product: [ClH:1].[Cl:1][C:2]1[C:3]([CH3:38])=[C:4]([NH:8][C:9]([C:11]2[C:19]3[N:18]=[C:17]([NH:20][CH2:21][C:22]([OH:24])=[O:23])[NH:16][C:15]=3[CH:14]=[C:13]([NH:25][C:26]([C:28]3[CH:33]=[CH:32][CH:31]=[CH:30][C:29]=3[C:34]([F:35])([F:36])[F:37])=[O:27])[CH:12]=2)=[O:10])[CH:5]=[CH:6][CH:7]=1. The catalyst class is: 5. (3) Reactant: [CH3:1][O:2][C:3]([CH:5]1[CH2:10][CH2:9][CH:8]([C:11](=O)[C:12]2[CH:17]=[CH:16][CH:15]=[CH:14][C:13]=2[O:18][CH3:19])[CH2:7][CH2:6]1)=[O:4].C([SiH](CC)CC)C. Product: [CH3:1][O:2][C:3]([CH:5]1[CH2:6][CH2:7][CH:8]([CH2:11][C:12]2[CH:17]=[CH:16][CH:15]=[CH:14][C:13]=2[O:18][CH3:19])[CH2:9][CH2:10]1)=[O:4]. The catalyst class is: 55. (4) Reactant: [H-].[Al+3].[Li+].[H-].[H-].[H-].[NH:7]=[C:8]([NH:14][C:15]1[CH:16]=[CH:17][C:18]([O:25][CH3:26])=[C:19]([CH:24]=1)[C:20](OC)=[O:21])[C:9]1[S:10][CH:11]=[CH:12][CH:13]=1.O.N. Product: [OH:21][CH2:20][C:19]1[CH:24]=[C:15]([NH:14][C:8]([C:9]2[S:10][CH:11]=[CH:12][CH:13]=2)=[NH:7])[CH:16]=[CH:17][C:18]=1[O:25][CH3:26]. The catalyst class is: 7. (5) Reactant: [CH:1]1[C:11]2[CH:10]=[CH:9][C:8]3[CH:12]=[CH:13][CH:14]=[CH:15][C:7]=3[C:6](=[C:16]3[CH2:21][CH2:20][N:19]([C:22]([NH:24][CH2:25][C:26]([OH:28])=O)=[O:23])[CH2:18][CH2:17]3)[C:5]=2[CH:4]=[CH:3][CH:2]=1.[C:29]([NH2:33])([CH3:32])([CH3:31])[CH3:30].Cl.C(N=C=NCCCN(C)C)C.O. Product: [C:29]([NH:33][C:26](=[O:28])[CH2:25][NH:24][C:22]([N:19]1[CH2:18][CH2:17][C:16](=[C:6]2[C:7]3[CH:15]=[CH:14][CH:13]=[CH:12][C:8]=3[CH:9]=[CH:10][C:11]3[CH:1]=[CH:2][CH:3]=[CH:4][C:5]2=3)[CH2:21][CH2:20]1)=[O:23])([CH3:32])([CH3:31])[CH3:30]. The catalyst class is: 4. (6) Reactant: [CH2:1]([O:8][C:9]([NH:11][C@H:12]([C:21]([O:23][C:24]([CH3:27])([CH3:26])[CH3:25])=[O:22])[CH2:13][C:14]1[CH:15]=[N:16][C:17](Br)=[CH:18][CH:19]=1)=[O:10])[C:2]1[CH:7]=[CH:6][CH:5]=[CH:4][CH:3]=1.Cl.ClC1C=CC=C(Cl)C=1C(N[C@H](C(OC)=O)CC1C=CC([O:43][CH2:44][CH2:45][C:46]2[CH:51]=[CH:50][CH:49]=[C:48]([NH:52][CH3:53])[N:47]=2)=C(F)C=1)=O.[C:64](=[O:67])([O-])[O-:65].[Cs+].[Cs+].[C:70](P([C:70]([CH3:73])([CH3:72])[CH3:71])C1C=CC2C(=CC=CC=2)C=1C1C2C(=CC=CC=2)C=CC=1)([CH3:73])([CH3:72])[CH3:71]. Product: [CH2:1]([O:8][C:9]([NH:11][C@H:12]([C:21]([O:23][C:24]([CH3:27])([CH3:26])[CH3:25])=[O:22])[CH2:13][C:14]1[CH:15]=[N:16][C:17]([O:43][CH2:44][CH2:45][C:46]2[CH:51]=[CH:50][CH:49]=[C:48]([N:52]([C:64]([O:65][C:70]([CH3:73])([CH3:72])[CH3:71])=[O:67])[CH3:53])[N:47]=2)=[CH:18][CH:19]=1)=[O:10])[C:2]1[CH:7]=[CH:6][CH:5]=[CH:4][CH:3]=1. The catalyst class is: 164. (7) Reactant: [CH2:1]([N:8]([C@H:29]([CH:31]1[CH2:33][CH2:32]1)[CH3:30])[C:9](=[O:28])[CH2:10][N:11]1[C:25](=[O:26])[C:14]2([C:22]3[C:17](=[CH:18][C:19]([C:23]#[N:24])=[CH:20][CH:21]=3)[CH2:16][CH2:15]2)[NH:13][C:12]1=[O:27])[C:2]1[CH:7]=[CH:6][CH:5]=[CH:4][CH:3]=1.C([O-])([O-])=[O:35].[K+].[K+].OO. Product: [CH2:1]([N:8]([C@H:29]([CH:31]1[CH2:32][CH2:33]1)[CH3:30])[C:9](=[O:28])[CH2:10][N:11]1[C:25](=[O:26])[C:14]2([C:22]3[C:17](=[CH:18][C:19]([C:23]([NH2:24])=[O:35])=[CH:20][CH:21]=3)[CH2:16][CH2:15]2)[NH:13][C:12]1=[O:27])[C:2]1[CH:3]=[CH:4][CH:5]=[CH:6][CH:7]=1. The catalyst class is: 24. (8) Reactant: Cl.[NH:2]1[C:10]2[C:5](=[CH:6][C:7]([C:11]3[C:19]4[C:14](=[N:15][CH:16]=[N:17][C:18]=4[NH2:20])[N:13]([CH3:21])[N:12]=3)=[CH:8][CH:9]=2)[CH2:4][CH2:3]1.[Cl:22][C:23]1[C:24]([F:34])=[C:25]([CH2:30][C:31](O)=[O:32])[CH:26]=[CH:27][C:28]=1[F:29].CN(C(ON1N=NC2C=CC=NC1=2)=[N+](C)C)C.F[P-](F)(F)(F)(F)F.CCN(C(C)C)C(C)C. Product: [Cl:22][C:23]1[C:24]([F:34])=[C:25]([CH2:30][C:31]([N:2]2[C:10]3[C:5](=[CH:6][C:7]([C:11]4[C:19]5[C:14](=[N:15][CH:16]=[N:17][C:18]=5[NH2:20])[N:13]([CH3:21])[N:12]=4)=[CH:8][CH:9]=3)[CH2:4][CH2:3]2)=[O:32])[CH:26]=[CH:27][C:28]=1[F:29]. The catalyst class is: 18. (9) Reactant: C(O[C:6]([N:8]([CH2:10][C@H:11]1[CH2:16][CH2:15][C@H:14]([C:17]([OH:19])=[O:18])[CH2:13][CH2:12]1)C)=O)(C)(C)C.Cl. Product: [CH3:6][NH:8][CH2:10][C@H:11]1[CH2:16][CH2:15][C@H:14]([C:17]([OH:19])=[O:18])[CH2:13][CH2:12]1. The catalyst class is: 12.